This data is from Full USPTO retrosynthesis dataset with 1.9M reactions from patents (1976-2016). The task is: Predict the reactants needed to synthesize the given product. (1) Given the product [C:1]([O:5][C:6](=[O:7])[NH:8][C@@H:9]([CH3:36])[C@H:10]([O:11][C:12]1[CH:13]=[C:14]2[C:18](=[CH:19][CH:20]=1)[N:17]([C:21]1[CH:29]=[CH:28][CH:27]=[C:23]([C:24]([N:51]3[CH2:50][CH2:49][CH2:48][C@@H:46]3[C:47](=[O:65])[NH2:52])=[O:26])[CH:22]=1)[N:16]=[CH:15]2)[C:30]1[CH:35]=[CH:34][CH:33]=[CH:32][CH:31]=1)([CH3:4])([CH3:3])[CH3:2], predict the reactants needed to synthesize it. The reactants are: [C:1]([O:5][C:6]([NH:8][C@@H:9]([CH3:36])[C@@H:10]([C:30]1[CH:35]=[CH:34][CH:33]=[CH:32][CH:31]=1)[O:11][C:12]1[CH:13]=[C:14]2[C:18](=[CH:19][CH:20]=1)[N:17]([C:21]1[CH:22]=[C:23]([CH:27]=[CH:28][CH:29]=1)[C:24]([OH:26])=O)[N:16]=[CH:15]2)=[O:7])([CH3:4])([CH3:3])[CH3:2].CN(C(ON1N=[N:52][C:47]2[CH:48]=[CH:49][CH:50]=[N:51][C:46]1=2)=[N+](C)C)C.F[P-](F)(F)(F)(F)F.CN(C=[O:65])C. (2) Given the product [CH3:10][O:11][C:12]([C:14]1([CH2:20][CH2:21][CH2:22][NH:4][C:3]2[CH:5]=[CH:6][C:7]([Br:9])=[CH:8][C:2]=2[CH3:1])[CH2:15][CH2:16][O:17][CH2:18][CH2:19]1)=[O:13], predict the reactants needed to synthesize it. The reactants are: [CH3:1][C:2]1[CH:8]=[C:7]([Br:9])[CH:6]=[CH:5][C:3]=1[NH2:4].[CH3:10][O:11][C:12]([C:14]1([CH2:20][CH2:21][CH:22]=O)[CH2:19][CH2:18][O:17][CH2:16][CH2:15]1)=[O:13].C(O)(=O)C.[BH-](OC(C)=O)(OC(C)=O)OC(C)=O.[Na+].NC1C=CC=CC=1.